From a dataset of Full USPTO retrosynthesis dataset with 1.9M reactions from patents (1976-2016). Predict the reactants needed to synthesize the given product. (1) The reactants are: [B:9]1([B:9]2[O:14][CH2:13][C:12]([CH3:16])([CH3:15])[CH2:11][O:10]2)[O:14][CH2:13][C:12]([CH3:16])([CH3:15])[CH2:11][O:10]1.[C:17]([C:21]1[C:25]([C:26]#[N:27])=[C:24]([C:28]2[NH:32][C:31]3[C:33]([C:38]([F:41])([F:40])[F:39])=[CH:34][C:35](Br)=[CH:36][C:30]=3[N:29]=2)[N:23]([CH3:42])[N:22]=1)([CH3:20])([CH3:19])[CH3:18].CC([O-])=O.[K+].CCOC(C)=O. Given the product [C:17]([C:21]1[C:25]([C:26]#[N:27])=[C:24]([C:28]2[NH:32][C:31]3[C:33]([C:38]([F:40])([F:39])[F:41])=[CH:34][C:35]([B:9]4[O:10][CH2:11][C:12]([CH3:15])([CH3:16])[CH2:13][O:14]4)=[CH:36][C:30]=3[N:29]=2)[N:23]([CH3:42])[N:22]=1)([CH3:20])([CH3:18])[CH3:19], predict the reactants needed to synthesize it. (2) Given the product [N:13]1[CH:12]=[CH:11][CH:10]=[CH:9][C:8]=1[N:7]([C:5]1[CH:6]=[CH:1][CH:2]=[CH:3][N:4]=1)[C:14](=[O:16])[CH3:15], predict the reactants needed to synthesize it. The reactants are: [CH:1]1[CH:6]=[C:5]([NH:7][C:8]2[N:13]=[CH:12][CH:11]=[CH:10][CH:9]=2)[N:4]=[CH:3][CH:2]=1.[C:14](OC(=O)C)(=[O:16])[CH3:15]. (3) Given the product [CH2:12]([NH:15][C:8]1[CH:9]=[CH:10][C:5]2[N:6]([C:2]([Br:1])=[CH:3][N:4]=2)[N:7]=1)[CH:13]=[CH2:14], predict the reactants needed to synthesize it. The reactants are: [Br:1][C:2]1[N:6]2[N:7]=[C:8](Cl)[CH:9]=[CH:10][C:5]2=[N:4][CH:3]=1.[CH2:12]([NH2:15])[CH:13]=[CH2:14].